This data is from Full USPTO retrosynthesis dataset with 1.9M reactions from patents (1976-2016). The task is: Predict the reactants needed to synthesize the given product. (1) Given the product [Br:8][C:9]1[CH:10]=[C:11]([CH:32]=[CH:33][CH:34]=1)[NH:12][C:13]1[C:22]2[C:17](=[CH:18][C:19]([O:31][CH2:38][CH2:37][O:36][CH3:35])=[CH:20][C:21]=2[O:23][CH:24]2[CH2:29][CH2:28][N:27]([CH3:30])[CH2:26][CH2:25]2)[N:16]=[CH:15][N:14]=1, predict the reactants needed to synthesize it. The reactants are: FC(F)(F)C(O)=O.[Br:8][C:9]1[CH:10]=[C:11]([CH:32]=[CH:33][CH:34]=1)[NH:12][C:13]1[C:22]2[C:17](=[CH:18][C:19]([OH:31])=[CH:20][C:21]=2[O:23][CH:24]2[CH2:29][CH2:28][N:27]([CH3:30])[CH2:26][CH2:25]2)[N:16]=[CH:15][N:14]=1.[CH3:35][O:36][CH2:37][CH2:38]Br. (2) The reactants are: [Cl:1][C:2]1[CH:3]=[CH:4][C:5](I)=[C:6]([CH:12]=1)[C:7]([O:9][CH2:10][CH3:11])=[O:8].[N:14]1[C:23]2[C:18](=[CH:19][C:20](B(O)O)=[CH:21][CH:22]=2)[CH:17]=[CH:16][CH:15]=1.C([O-])([O-])=O.[K+].[K+].C(COC)OC. Given the product [Cl:1][C:2]1[CH:3]=[CH:4][C:5]([C:20]2[CH:19]=[C:18]3[C:23](=[CH:22][CH:21]=2)[N:14]=[CH:15][CH:16]=[CH:17]3)=[C:6]([CH:12]=1)[C:7]([O:9][CH2:10][CH3:11])=[O:8], predict the reactants needed to synthesize it. (3) Given the product [C:16]1([CH:1]=[O:2])[C:17]2[C:12](=[CH:11][CH:10]=[CH:9][CH:8]=2)[CH:13]=[CH:14][CH:15]=1, predict the reactants needed to synthesize it. The reactants are: [CH2:1]=[O:2].S(=O)(=O)(O)O.[CH:8]1[C:17]2[C:12](=[CH:13][CH:14]=[CH:15][CH:16]=2)[CH:11]=[CH:10][CH:9]=1.CCCCCCCC. (4) Given the product [C:1]([O:5][C:6](=[O:32])[NH:7][C:8]1[S:9][C:10]([CH2:30][OH:31])=[C:11]([C:13]2[C:14]([CH:27]([OH:29])[CH3:28])=[N:15][N:16]([CH2:18][C:19]3[CH:20]=[CH:21][C:22]([O:25][CH3:26])=[CH:23][CH:24]=3)[CH:17]=2)[N:12]=1)([CH3:2])([CH3:3])[CH3:4], predict the reactants needed to synthesize it. The reactants are: [C:1]([O:5][C:6](=[O:32])[NH:7][C:8]1[S:9][C:10]([CH:30]=[O:31])=[C:11]([C:13]2[C:14]([CH:27]([OH:29])[CH3:28])=[N:15][N:16]([CH2:18][C:19]3[CH:24]=[CH:23][C:22]([O:25][CH3:26])=[CH:21][CH:20]=3)[CH:17]=2)[N:12]=1)([CH3:4])([CH3:3])[CH3:2].[BH4-].[Na+].O. (5) Given the product [Cl:1][C:2]1[CH:7]=[CH:6][C:5]([Cl:8])=[CH:4][C:3]=1[C:9]1[O:13][N:12]=[CH:11][C:10]=1[CH2:14][OH:15], predict the reactants needed to synthesize it. The reactants are: [Cl:1][C:2]1[CH:7]=[CH:6][C:5]([Cl:8])=[CH:4][C:3]=1[C:9]1[O:13][N:12]=[CH:11][C:10]=1[C:14](OCC)=[O:15].[H-].C([Al+]CC(C)C)C(C)C.Cl.